Dataset: Full USPTO retrosynthesis dataset with 1.9M reactions from patents (1976-2016). Task: Predict the reactants needed to synthesize the given product. (1) Given the product [C:1]([OH:10])(=[O:9])[C@@H:2]([C@H:4]([C:6]([OH:8])=[O:7])[OH:5])[OH:3], predict the reactants needed to synthesize it. The reactants are: [C:1]([OH:10])(=[O:9])[CH:2]([CH:4]([C:6]([OH:8])=[O:7])[OH:5])[OH:3].NC1C2C(C3C=CC(NC(NC4C=CC=C(F)C=4)=O)=CC=3)=CSC=2C(C2C=NN(CCO)C=2)=CN=1. (2) Given the product [I-:1].[C:4]([N:11]1[CH2:12][CH2:13][N:14]([C:17]2[CH:18]=[C:19]([CH3:32])[C:20]3[C:29]([CH:30]=2)=[S+:28][C:27]2[C:22](=[C:23]([CH3:31])[CH:24]=[C:25]([N:43]([CH3:42])[CH2:46][CH2:59][CH2:58][CH3:49])[CH:26]=2)[N:21]=3)[CH2:15][CH2:16]1)([O:6][C:7]([CH3:10])([CH3:9])[CH3:8])=[O:5], predict the reactants needed to synthesize it. The reactants are: [I-:1].[I-].[I-].[C:4]([N:11]1[CH2:16][CH2:15][N:14]([C:17]2[CH:18]=[C:19]([CH3:32])[C:20]3[C:29]([CH:30]=2)=[S+:28][C:27]2[C:22](=[C:23]([CH3:31])[CH:24]=[CH:25][CH:26]=2)[N:21]=3)[CH2:13][CH2:12]1)([O:6][C:7]([CH3:10])([CH3:9])[CH3:8])=[O:5].C(N1CC[N:43]([C:46]2C=C(C)[C:49]3[C:58]([CH:59]=2)=[S+]C2C(=C(C)C=CC=2)N=3)[CH2:42]C1)(OC(C)(C)C)=O.C(N1CCN(C2C=C(C)C3C(C=2)=[S+]C2C(=C(C)C=CC=2)N=3)CC1)(OC(C)(C)C)=O.CO. (3) Given the product [Cl:1][C:2]1[C:7]([CH2:8][C:9]([O:11][CH3:12])=[O:10])=[C:6]([N:13]([CH3:14])[CH3:15])[N:5]=[C:4]([CH2:16][C:17]2[CH:22]=[CH:21][C:20]([N:23]([C:47](=[O:48])[C:46]3[CH:50]=[CH:51][C:43]([Cl:42])=[CH:44][CH:45]=3)[CH3:24])=[CH:19][CH:18]=2)[N:3]=1, predict the reactants needed to synthesize it. The reactants are: [Cl:1][C:2]1[C:7]([CH2:8][C:9]([O:11][CH3:12])=[O:10])=[C:6]([N:13]([CH3:15])[CH3:14])[N:5]=[C:4]([CH2:16][C:17]2[CH:22]=[CH:21][C:20]([NH:23][CH3:24])=[CH:19][CH:18]=2)[N:3]=1.ON1C2C=CC=CC=2N=N1.C(N(CC)CC)C.[Cl:42][C:43]1[CH:51]=[CH:50][C:46]([C:47](O)=[O:48])=[CH:45][CH:44]=1. (4) The reactants are: C([O:5][C:6](=[O:22])[C:7]1[CH:12]=[C:11]([NH:13][CH2:14][CH2:15][CH2:16][CH:17]=[CH2:18])[N:10]=[C:9]([O:19][CH2:20][CH3:21])[CH:8]=1)(C)(C)C. Given the product [CH2:20]([O:19][C:9]1[CH:8]=[C:7]([CH:12]=[C:11]([NH:13][CH2:14][CH2:15][CH2:16][CH:17]=[CH2:18])[N:10]=1)[C:6]([OH:22])=[O:5])[CH3:21], predict the reactants needed to synthesize it. (5) Given the product [Cl:25][C:13]1[CH:14]=[C:15]([C:18]2[C:23]([CH3:42])=[N:22][CH:21]=[CH:20][N:19]=2)[CH:16]=[CH:17][C:12]=1[C:10]1[C:9](=[O:26])[N:8]([CH2:27][CH3:28])[C:6]2[N:7]=[C:2]([NH:29][CH:30]3[CH2:34][CH2:33][N:32]([C:35]([O:37][C:38]([CH3:41])([CH3:40])[CH3:39])=[O:36])[CH2:31]3)[N:3]=[CH:4][C:5]=2[CH:11]=1, predict the reactants needed to synthesize it. The reactants are: Cl[C:2]1[N:3]=[CH:4][C:5]2[CH:11]=[C:10]([C:12]3[CH:17]=[CH:16][C:15]([C:18]4[CH:23]=[N:22][CH:21]=[C:20](C)[N:19]=4)=[CH:14][C:13]=3[Cl:25])[C:9](=[O:26])[N:8]([CH2:27][CH3:28])[C:6]=2[N:7]=1.[NH2:29][CH:30]1[CH2:34][CH2:33][N:32]([C:35]([O:37][C:38]([CH3:41])([CH3:40])[CH3:39])=[O:36])[CH2:31]1.[CH3:42]CN(CC)CC.